Dataset: NCI-60 drug combinations with 297,098 pairs across 59 cell lines. Task: Regression. Given two drug SMILES strings and cell line genomic features, predict the synergy score measuring deviation from expected non-interaction effect. (1) Drug 1: C1=CC(=C2C(=C1NCCNCCO)C(=O)C3=C(C=CC(=C3C2=O)O)O)NCCNCCO. Drug 2: CCC1(CC2CC(C3=C(CCN(C2)C1)C4=CC=CC=C4N3)(C5=C(C=C6C(=C5)C78CCN9C7C(C=CC9)(C(C(C8N6C=O)(C(=O)OC)O)OC(=O)C)CC)OC)C(=O)OC)O.OS(=O)(=O)O. Cell line: EKVX. Synergy scores: CSS=36.9, Synergy_ZIP=-5.33, Synergy_Bliss=-1.18, Synergy_Loewe=-12.9, Synergy_HSA=0.976. (2) Cell line: 786-0. Synergy scores: CSS=6.23, Synergy_ZIP=-1.63, Synergy_Bliss=1.50, Synergy_Loewe=-2.57, Synergy_HSA=0.792. Drug 1: CC1=C(C=C(C=C1)NC(=O)C2=CC=C(C=C2)CN3CCN(CC3)C)NC4=NC=CC(=N4)C5=CN=CC=C5. Drug 2: C1CC(=O)NC(=O)C1N2C(=O)C3=CC=CC=C3C2=O. (3) Drug 1: CC1C(C(CC(O1)OC2CC(CC3=C2C(=C4C(=C3O)C(=O)C5=C(C4=O)C(=CC=C5)OC)O)(C(=O)CO)O)N)O.Cl. Drug 2: C1CCC(CC1)NC(=O)N(CCCl)N=O. Cell line: OVCAR3. Synergy scores: CSS=15.1, Synergy_ZIP=0.772, Synergy_Bliss=0.314, Synergy_Loewe=-10.5, Synergy_HSA=-5.00. (4) Drug 1: CC1=C2C(C(=O)C3(C(CC4C(C3C(C(C2(C)C)(CC1OC(=O)C(C(C5=CC=CC=C5)NC(=O)OC(C)(C)C)O)O)OC(=O)C6=CC=CC=C6)(CO4)OC(=O)C)O)C)O. Drug 2: CN(CCCl)CCCl.Cl. Cell line: HL-60(TB). Synergy scores: CSS=83.2, Synergy_ZIP=-2.71, Synergy_Bliss=-2.60, Synergy_Loewe=-5.08, Synergy_HSA=0.283. (5) Drug 1: CC1=C(N=C(N=C1N)C(CC(=O)N)NCC(C(=O)N)N)C(=O)NC(C(C2=CN=CN2)OC3C(C(C(C(O3)CO)O)O)OC4C(C(C(C(O4)CO)O)OC(=O)N)O)C(=O)NC(C)C(C(C)C(=O)NC(C(C)O)C(=O)NCCC5=NC(=CS5)C6=NC(=CS6)C(=O)NCCC[S+](C)C)O. Drug 2: CC(C)(C#N)C1=CC(=CC(=C1)CN2C=NC=N2)C(C)(C)C#N. Cell line: UACC62. Synergy scores: CSS=9.35, Synergy_ZIP=-4.91, Synergy_Bliss=-2.62, Synergy_Loewe=-0.972, Synergy_HSA=-0.714. (6) Drug 1: CCN(CC)CCCC(C)NC1=C2C=C(C=CC2=NC3=C1C=CC(=C3)Cl)OC. Drug 2: CC1C(C(CC(O1)OC2CC(CC3=C2C(=C4C(=C3O)C(=O)C5=CC=CC=C5C4=O)O)(C(=O)C)O)N)O. Cell line: HCC-2998. Synergy scores: CSS=65.9, Synergy_ZIP=-6.92, Synergy_Bliss=-10.7, Synergy_Loewe=-25.7, Synergy_HSA=-7.83. (7) Drug 1: COC1=CC(=CC(=C1O)OC)C2C3C(COC3=O)C(C4=CC5=C(C=C24)OCO5)OC6C(C(C7C(O6)COC(O7)C8=CC=CS8)O)O. Drug 2: C1C(C(OC1N2C=NC3=C2NC=NCC3O)CO)O. Cell line: CAKI-1. Synergy scores: CSS=51.7, Synergy_ZIP=4.05, Synergy_Bliss=1.51, Synergy_Loewe=-19.4, Synergy_HSA=5.82. (8) Drug 1: C1=CC(=CC=C1CCC2=CNC3=C2C(=O)NC(=N3)N)C(=O)NC(CCC(=O)O)C(=O)O. Drug 2: CC1=C2C(C(=O)C3(C(CC4C(C3C(C(C2(C)C)(CC1OC(=O)C(C(C5=CC=CC=C5)NC(=O)OC(C)(C)C)O)O)OC(=O)C6=CC=CC=C6)(CO4)OC(=O)C)O)C)O. Cell line: SK-OV-3. Synergy scores: CSS=56.9, Synergy_ZIP=-4.23, Synergy_Bliss=-5.88, Synergy_Loewe=-3.15, Synergy_HSA=0.554. (9) Drug 1: CC12CCC3C(C1CCC2OP(=O)(O)O)CCC4=C3C=CC(=C4)OC(=O)N(CCCl)CCCl.[Na+]. Drug 2: CC1C(C(CC(O1)OC2CC(CC3=C2C(=C4C(=C3O)C(=O)C5=CC=CC=C5C4=O)O)(C(=O)C)O)N)O. Cell line: NCI-H322M. Synergy scores: CSS=52.1, Synergy_ZIP=0.720, Synergy_Bliss=7.76, Synergy_Loewe=-13.1, Synergy_HSA=6.81.